Dataset: Catalyst prediction with 721,799 reactions and 888 catalyst types from USPTO. Task: Predict which catalyst facilitates the given reaction. (1) Reactant: [CH3:1][C:2]([CH3:37])([CH3:36])[CH2:3][C:4]1[N:9]=[C:8]([CH2:10][O:11][C:12]2[CH:13]=[C:14]([CH2:20][CH2:21][C:22]([O:24]CC)=[O:23])[CH:15]=[C:16]([O:18][CH3:19])[CH:17]=2)[CH:7]=[CH:6][C:5]=1[C:27]1[CH:32]=[C:31]([O:33][CH3:34])[CH:30]=[CH:29][C:28]=1[F:35].[OH-].[Na+]. Product: [CH3:1][C:2]([CH3:37])([CH3:36])[CH2:3][C:4]1[N:9]=[C:8]([CH2:10][O:11][C:12]2[CH:13]=[C:14]([CH2:20][CH2:21][C:22]([OH:24])=[O:23])[CH:15]=[C:16]([O:18][CH3:19])[CH:17]=2)[CH:7]=[CH:6][C:5]=1[C:27]1[CH:32]=[C:31]([O:33][CH3:34])[CH:30]=[CH:29][C:28]=1[F:35]. The catalyst class is: 92. (2) Reactant: [Cl:1][C:2]1[CH:7]=[C:6]([Cl:8])[CH:5]=[CH:4][C:3]=1[NH:9][C:10]1[N:15]=[C:14]([C:16]([F:19])([F:18])[F:17])[C:13]([C:20]([O:22]C)=[O:21])=[CH:12][N:11]=1.[OH-].[K+]. Product: [Cl:1][C:2]1[CH:7]=[C:6]([Cl:8])[CH:5]=[CH:4][C:3]=1[NH:9][C:10]1[N:15]=[C:14]([C:16]([F:17])([F:18])[F:19])[C:13]([C:20]([OH:22])=[O:21])=[CH:12][N:11]=1. The catalyst class is: 8. (3) Reactant: [CH3:1][O:2][C:3]1[CH:4]=[C:5]([CH2:10][C:11]([OH:13])=[O:12])[CH:6]=[CH:7][C:8]=1[CH3:9].[CH3:14][C:15]1C=CC(S(O)(=O)=O)=CC=1. Product: [CH3:1][O:2][C:3]1[CH:4]=[C:5]([CH2:10][C:11]([O:13][CH2:14][CH3:15])=[O:12])[CH:6]=[CH:7][C:8]=1[CH3:9]. The catalyst class is: 8.